The task is: Predict the reaction yield, written as a fraction of the theoretical maximum amount of product (1.0 means a 100% yield; for example, 0.34 means a 34% yield).. This data is from Reaction yield outcomes from USPTO patents with 853,638 reactions. (1) The reactants are [Br:1][C:2]1[CH:7]=[CH:6][C:5](Br)=[CH:4][N:3]=1.C([Mg]Cl)(C)C.[CH3:14][S:15](Cl)(=[O:17])=[O:16]. The catalyst is O1CCCC1. The product is [Br:1][C:2]1[CH:7]=[CH:6][C:5]([S:15]([CH3:14])(=[O:17])=[O:16])=[CH:4][N:3]=1. The yield is 0.590. (2) The reactants are [ClH:1].CN(C(C1C=CC=CC=1)=O)[C:4]1[CH:5]=[C:6]([CH2:10][N:11]2[CH2:16][CH2:15][N:14]([C:17]3[C:22]([C:23]([O:25][CH:26]([CH3:28])[CH3:27])=[O:24])=[CH:21][CH:20]=[CH:19][N:18]=3)[CH2:13][CH2:12]2)[CH:7]=[CH:8][CH:9]=1.[C:37]1([C:43]([NH:45][C:46]2C=CC(CN3CCN(C4C(C(OC(C)C)=O)=CC=CN=4)CC3)=CC=2)=[O:44])[CH:42]=[CH:41][CH:40]=[CH:39][CH:38]=1.IC.[H-].[Na+]. The catalyst is C(OCC)C. The product is [ClH:1].[CH3:46][N:45]([C:43]([C:37]1[CH:42]=[CH:41][CH:40]=[CH:39][CH:38]=1)=[O:44])[C:9]1[CH:8]=[CH:7][C:6]([CH2:10][N:11]2[CH2:16][CH2:15][N:14]([C:17]3[C:22]([C:23]([O:25][CH:26]([CH3:27])[CH3:28])=[O:24])=[CH:21][CH:20]=[CH:19][N:18]=3)[CH2:13][CH2:12]2)=[CH:5][CH:4]=1. The yield is 0.280. (3) The reactants are [NH2:1][CH2:2][CH2:3][N:4]([CH2:15][CH3:16])[CH2:5][CH2:6][NH:7][C:8]1[CH:13]=[CH:12][CH:11]=[C:10]([F:14])[N:9]=1.C(N(CCN[C:33]([C:35]1[CH:44]=[N:43][C:42]2[C:37](=[CH:38][CH:39]=[C:40]([I:45])[CH:41]=2)[N:36]=1)=[O:34])CCOC1C(F)=NC=CC=1)C. No catalyst specified. The product is [CH2:15]([N:4]([CH2:3][CH2:2][NH:1][C:33]([C:35]1[CH:44]=[N:43][C:42]2[C:37](=[CH:38][CH:39]=[C:40]([I:45])[CH:41]=2)[N:36]=1)=[O:34])[CH2:5][CH2:6][NH:7][C:8]1[CH:13]=[CH:12][CH:11]=[C:10]([F:14])[N:9]=1)[CH3:16]. The yield is 0.970. (4) The product is [C:1]([C:3]1[C:4]([C:19]2[CH:24]=[CH:23][C:22]([Cl:25])=[CH:21][C:20]=2[Cl:26])=[C:5]([C:16]([NH2:31])=[O:18])[S:6][C:7]=1[N:8]1[CH2:13][CH2:12][O:11][CH:10]([CH2:14][F:15])[CH2:9]1)#[N:2]. The yield is 0.560. The reactants are [C:1]([C:3]1[C:4]([C:19]2[CH:24]=[CH:23][C:22]([Cl:25])=[CH:21][C:20]=2[Cl:26])=[C:5]([C:16]([OH:18])=O)[S:6][C:7]=1[N:8]1[CH2:13][CH2:12][O:11][CH:10]([CH2:14][F:15])[CH2:9]1)#[N:2].[OH-].[NH4+].CC[N:31]=C=NCCCN(C)C. The catalyst is C(Cl)Cl. (5) The reactants are C[O:2][C:3]([C:5]1[CH:10]=[N:9][C:8]([N:11]2[CH2:14][C:13]([F:16])([F:15])[CH2:12]2)=[C:7]([Br:17])[N:6]=1)=[O:4].[OH-].[Li+]. The catalyst is C1COCC1.O. The product is [Br:17][C:7]1[N:6]=[C:5]([C:3]([OH:4])=[O:2])[CH:10]=[N:9][C:8]=1[N:11]1[CH2:12][C:13]([F:16])([F:15])[CH2:14]1. The yield is 0.702. (6) The reactants are [N+:1]([C:4]1[CH:5]=[C:6]2[C:10](=[CH:11][C:12]=1[N+:13]([O-])=O)[NH:9][N:8]=[CH:7]2)([O-])=O. The catalyst is [Pd]. The product is [NH2:1][C:4]1[CH:5]=[C:6]2[C:10](=[CH:11][C:12]=1[NH2:13])[NH:9][N:8]=[CH:7]2. The yield is 0.667. (7) The reactants are [CH2:1]([O:3][C:4]([C:6]1[NH:7][C:8]2[C:13]([C:14]=1[C:15]1[CH:20]=[CH:19][C:18]([O:21][CH:22]([CH3:24])[CH3:23])=[CH:17][CH:16]=1)=[CH:12][C:11]([C:25]1[CH:30]=[CH:29][C:28]([C:31]([CH3:34])([CH3:33])[CH3:32])=[CH:27][CH:26]=1)=[CH:10][CH:9]=2)=[O:5])[CH3:2].Br[C:36]1[CH:41]=[CH:40][C:39]([C:42]([F:45])([F:44])[F:43])=[CH:38][N:37]=1.[O-]P([O-])([O-])=O.[K+].[K+].[K+].CC(N)C(C)N. The catalyst is [Cu]I.C1(C)C=CC=CC=1. The product is [CH2:1]([O:3][C:4]([C:6]1[N:7]([C:36]2[CH:41]=[CH:40][C:39]([C:42]([F:45])([F:44])[F:43])=[CH:38][N:37]=2)[C:8]2[C:13]([C:14]=1[C:15]1[CH:20]=[CH:19][C:18]([O:21][CH:22]([CH3:23])[CH3:24])=[CH:17][CH:16]=1)=[CH:12][C:11]([C:25]1[CH:30]=[CH:29][C:28]([C:31]([CH3:34])([CH3:33])[CH3:32])=[CH:27][CH:26]=1)=[CH:10][CH:9]=2)=[O:5])[CH3:2]. The yield is 0.280. (8) The reactants are [Br:1]N1C(=O)CCC1=O.[Cl:9][C:10]([F:29])([F:28])[C:11]([C:17]1[CH:23]=[CH:22][C:20]([NH2:21])=[C:19]([O:24][CH:25]([F:27])[F:26])[CH:18]=1)([F:16])[C:12]([F:15])([F:14])[F:13].[OH-].[Na+]. The catalyst is ClCCl. The product is [Br:1][C:22]1[CH:23]=[C:17]([C:11]([C:10]([Cl:9])([F:28])[F:29])([F:16])[C:12]([F:15])([F:14])[F:13])[CH:18]=[C:19]([O:24][CH:25]([F:26])[F:27])[C:20]=1[NH2:21]. The yield is 0.960. (9) The reactants are Br[C:2]1[C:10]2[O:9][CH2:8][CH:7]([C:11]3[CH:16]=[CH:15][C:14]([CH:17]([CH3:19])[CH3:18])=[CH:13][CH:12]=3)[C:6]=2[C:5]([CH3:20])=[C:4]([NH:21][C:22](=[O:28])[CH2:23][C:24]([CH3:27])([CH3:26])[CH3:25])[C:3]=1[CH3:29].[C:30](OCC)(=[O:32])C.Cl. The yield is 0.580. The catalyst is [Cu]Br.C[O-].[Na+].CO. The product is [CH:17]([C:14]1[CH:13]=[CH:12][C:11]([CH:7]2[C:6]3[C:5]([CH3:20])=[C:4]([NH:21][C:22](=[O:28])[CH2:23][C:24]([CH3:26])([CH3:25])[CH3:27])[C:3]([CH3:29])=[C:2]([O:32][CH3:30])[C:10]=3[O:9][CH2:8]2)=[CH:16][CH:15]=1)([CH3:18])[CH3:19].